Dataset: Forward reaction prediction with 1.9M reactions from USPTO patents (1976-2016). Task: Predict the product of the given reaction. (1) Given the reactants Br[C:2]1[CH:7]=[CH:6][C:5]([C:8]2[CH:13]=[CH:12][C:11]([O:14][CH2:15][CH2:16][CH2:17][CH2:18][CH2:19][CH2:20][OH:21])=[CH:10][CH:9]=2)=[CH:4][CH:3]=1.[C:22](=[O:25])([O-])[O-].[Na+].[Na+].[F:28][C:29]1[C:34]([F:35])=[CH:33][CH:32]=[CH:31][C:30]=1B(O)OOCCCCCCCC, predict the reaction product. The product is: [F:28][C:29]1[C:34]([F:35])=[C:33]([O:25][CH2:22][CH2:6][CH2:7][CH2:2][CH2:3][CH2:4][CH2:5][CH3:8])[CH:32]=[CH:31][C:30]=1[C:6]1[C:5]([C:8]2[CH:13]=[CH:12][C:11]([O:14][CH2:15][CH2:16][CH2:17][CH2:18][CH2:19][CH2:20][OH:21])=[CH:10][CH:9]=2)=[CH:4][CH:3]=[CH:2][CH:7]=1. (2) Given the reactants [CH3:1][C:2]1([CH3:12])[O:6][C:5](=[CH:7][C:8](Cl)=[O:9])[C:4](=[O:11])[O:3]1.[Cl:13][C:14]1[CH:23]=[C:22]([F:24])[CH:21]=[CH:20][C:15]=1[CH2:16][NH:17][O:18][CH3:19], predict the reaction product. The product is: [Cl:13][C:14]1[CH:23]=[C:22]([F:24])[CH:21]=[CH:20][C:15]=1[CH2:16][N:17]([O:18][CH3:19])[C:8](=[O:9])[CH:7]=[C:5]1[C:4](=[O:11])[O:3][C:2]([CH3:12])([CH3:1])[O:6]1. (3) Given the reactants [NH2:1][C:2]1[C:10]2[C:5](=[N:6][C:7]([N:17]3[CH2:21][CH2:20][CH2:19][CH2:18]3)=[C:8]3[CH2:14][O:13][C:12]([CH3:16])([CH3:15])[CH2:11][C:9]3=2)[S:4][C:3]=1[C:22]([NH2:24])=[O:23].O.[C:26]1(C)C=CC(S(O)(=O)=O)=CC=1, predict the reaction product. The product is: [CH3:15][C:12]1([CH3:16])[O:13][CH2:14][C:8]2=[C:7]([N:17]3[CH2:18][CH2:19][CH2:20][CH2:21]3)[N:6]=[C:5]3[S:4][C:3]4[C:22](=[O:23])[NH:24][CH:26]=[N:1][C:2]=4[C:10]3=[C:9]2[CH2:11]1. (4) Given the reactants CS(O[C@H:6]1[CH2:10][N:9]([C:11]([O:13][C:14]([CH3:17])([CH3:16])[CH3:15])=[O:12])[C@H:8]([C:18]([O:20][CH3:21])=[O:19])[CH2:7]1)(=O)=O.C1CCN2C(=NCCC2)CC1, predict the reaction product. The product is: [N:9]1([C:11]([O:13][C:14]([CH3:17])([CH3:16])[CH3:15])=[O:12])[CH2:10][CH:6]=[CH:7][C@H:8]1[C:18]([O:20][CH3:21])=[O:19]. (5) Given the reactants [Cl:1][C:2]1[C:27]([C:28]2([C:31]#[N:32])[CH2:30][CH2:29]2)=[CH:26][CH:25]=[CH:24][C:3]=1[C:4]([NH:6][C:7]1[CH:12]=[C:11]([O:13][C:14]2[CH:19]=[CH:18][C:17]([N+:20]([O-])=O)=[CH:16][N:15]=2)[CH:10]=[CH:9][C:8]=1[F:23])=[O:5].[Cl-].[Ca+2].[Cl-].[OH-].[Na+], predict the reaction product. The product is: [NH2:20][C:17]1[CH:18]=[CH:19][C:14]([O:13][C:11]2[CH:10]=[CH:9][C:8]([F:23])=[C:7]([NH:6][C:4](=[O:5])[C:3]3[CH:24]=[CH:25][CH:26]=[C:27]([C:28]4([C:31]#[N:32])[CH2:29][CH2:30]4)[C:2]=3[Cl:1])[CH:12]=2)=[N:15][CH:16]=1. (6) Given the reactants [CH3:1][N:2]1[CH2:7][CH2:6][NH:5][CH2:4][CH2:3]1.Cl[CH2:9][C:10]1[CH:11]=[C:12]([CH:38]=[CH:39][CH:40]=1)[C:13]([NH:15][C:16]1[CH:17]=[C:18]([CH:34]=[CH:35][C:36]=1[CH3:37])[C:19]([NH:21][C:22]1[CH:27]=[CH:26][CH:25]=[C:24]([N:28]2[CH2:33][CH2:32][O:31][CH2:30][CH2:29]2)[CH:23]=1)=[O:20])=[O:14].C(=O)([O-])[O-].[K+].[K+].CC(C)=O, predict the reaction product. The product is: [CH3:37][C:36]1[CH:35]=[CH:34][C:18]([C:19]([NH:21][C:22]2[CH:27]=[CH:26][CH:25]=[C:24]([N:28]3[CH2:29][CH2:30][O:31][CH2:32][CH2:33]3)[CH:23]=2)=[O:20])=[CH:17][C:16]=1[NH:15][C:13](=[O:14])[C:12]1[CH:38]=[CH:39][CH:40]=[C:10]([CH2:9][N:5]2[CH2:6][CH2:7][N:2]([CH3:1])[CH2:3][CH2:4]2)[CH:11]=1. (7) Given the reactants Cl[CH2:2][C:3]1[CH:4]=[C:5]([CH:11]=[CH:12][CH:13]=1)[C:6]([O:8][CH2:9][CH3:10])=[O:7].C(OP(OCC)OCC)C.[H-].[Na+].[CH3:26][O:27][CH2:28][O:29][C:30]1[C:37]([CH3:38])=[CH:36][C:33]([CH:34]=O)=[CH:32][C:31]=1[CH3:39], predict the reaction product. The product is: [CH3:26][O:27][CH2:28][O:29][C:30]1[C:37]([CH3:38])=[CH:36][C:33](/[CH:34]=[CH:2]/[C:3]2[CH:4]=[C:5]([CH:11]=[CH:12][CH:13]=2)[C:6]([O:8][CH2:9][CH3:10])=[O:7])=[CH:32][C:31]=1[CH3:39]. (8) Given the reactants [CH3:1][CH:2]([O:4][C:5]1[C:6]([O:15][CH2:16][CH:17]=C)=[C:7]([CH:12]=[CH:13][CH:14]=1)[C:8]([O:10][CH3:11])=[O:9])[CH3:3].CSC.Cl.[NH2:23][CH2:24][C:25]1[C:26](=[O:33])[NH:27][C:28]([CH3:32])=[CH:29][C:30]=1[CH3:31].C([BH3-])#N.[Na+], predict the reaction product. The product is: [CH3:31][C:30]1[CH:29]=[C:28]([CH3:32])[NH:27][C:26](=[O:33])[C:25]=1[CH2:24][NH:23][CH2:17][CH2:16][O:15][C:6]1[C:5]([O:4][CH:2]([CH3:1])[CH3:3])=[CH:14][CH:13]=[CH:12][C:7]=1[C:8]([O:10][CH3:11])=[O:9].